From a dataset of Forward reaction prediction with 1.9M reactions from USPTO patents (1976-2016). Predict the product of the given reaction. (1) Given the reactants [C:1]([N:4]1[C:13]2[C:8](=[CH:9][C:10]([C:14]([O:16]CC)=[O:15])=[CH:11][CH:12]=2)[C@H:7]([NH:19][C:20]2[N:25]=[C:24]([CH3:26])[CH:23]=[CH:22][N:21]=2)[C@@H:6]([CH3:27])[C@@H:5]1[CH:28]1[CH2:30][CH2:29]1)(=[O:3])[CH3:2].[OH-].[Li+].Cl.CO.C(Cl)Cl, predict the reaction product. The product is: [C:1]([N:4]1[C:13]2[C:8](=[CH:9][C:10]([C:14]([OH:16])=[O:15])=[CH:11][CH:12]=2)[C@H:7]([NH:19][C:20]2[N:25]=[C:24]([CH3:26])[CH:23]=[CH:22][N:21]=2)[C@@H:6]([CH3:27])[C@@H:5]1[CH:28]1[CH2:29][CH2:30]1)(=[O:3])[CH3:2]. (2) Given the reactants Cl[C:2]1[C:11]2[C:6](=[CH:7][C:8]([S:12]([O:15][C:16]3[C:21]([F:22])=[C:20]([F:23])[C:19]([F:24])=[C:18]([F:25])[C:17]=3[F:26])(=[O:14])=[O:13])=[CH:9][CH:10]=2)[CH:5]=[CH:4][N:3]=1.[Br:27][C:28]1[C:33]([Cl:34])=[CH:32][C:31](B2OC(C)(C)C(C)(C)O2)=[C:30]([O:44][CH3:45])[CH:29]=1, predict the reaction product. The product is: [Br:27][C:28]1[C:33]([Cl:34])=[CH:32][C:31]([C:2]2[C:11]3[C:6](=[CH:7][C:8]([S:12]([O:15][C:16]4[C:17]([F:26])=[C:18]([F:25])[C:19]([F:24])=[C:20]([F:23])[C:21]=4[F:22])(=[O:13])=[O:14])=[CH:9][CH:10]=3)[CH:5]=[CH:4][N:3]=2)=[C:30]([O:44][CH3:45])[CH:29]=1. (3) Given the reactants [CH3:1][C:2]1([CH3:14])[C:6]([CH3:8])([CH3:7])[O:5][B:4]([C:9]2[CH:10]=[N:11][NH:12][CH:13]=2)[O:3]1.[C:15](#[N:18])[CH:16]=[CH2:17].N12CCCN=C1CCCCC2, predict the reaction product. The product is: [CH3:1][C:2]1([CH3:14])[C:6]([CH3:7])([CH3:8])[O:5][B:4]([C:9]2[CH:13]=[N:12][N:11]([CH2:17][CH2:16][C:15]#[N:18])[CH:10]=2)[O:3]1. (4) Given the reactants COC(=O)C1C=CC=C(N[C:11](=[O:38])[CH2:12][N:13]2[N:19]=[C:18]([CH:20]3[CH2:25][CH2:24][CH2:23][CH2:22][CH2:21]3)[C:17]3[CH:26]=[CH:27][CH:28]=[CH:29][C:16]=3[N:15]([CH2:30][C:31](=[O:36])[C:32]([CH3:35])([CH3:34])[CH3:33])[C:14]2=[O:37])C=1.C1(C2C3C=CC=CC=3N([CH2:57][C:58](C3CCCCC3)=[O:59])C(=O)N(CC(O)=O)N=2)CCCCC1.C(OC(=O)CSC1C=CC=C(N)C=1)C.C1(C2C3C=CC=CC=3N(CC(=O)C(C)(C)C)C(=O)N(CC(O)=O)N=2)CCCCC1.COC(=O)C1C=CC=C(N)C=1, predict the reaction product. The product is: [CH2:58]([O:59][C:11](=[O:38])[CH2:12][N:13]1[N:19]=[C:18]([CH:20]2[CH2:21][CH2:22][CH2:23][CH2:24][CH2:25]2)[C:17]2[CH:26]=[CH:27][CH:28]=[CH:29][C:16]=2[N:15]([CH2:30][C:31](=[O:36])[C:32]([CH3:34])([CH3:33])[CH3:35])[C:14]1=[O:37])[CH3:57]. (5) Given the reactants C(OC([N:8]1[CH2:13][CH2:12][CH:11]([CH2:14][O:15][C:16](=[O:24])[CH2:17][C:18]2[CH:23]=[CH:22][CH:21]=[CH:20][CH:19]=2)[CH2:10][CH2:9]1)=O)(C)(C)C.Cl.CCOCC, predict the reaction product. The product is: [C:18]1([CH2:17][C:16]([O:15][CH2:14][CH:11]2[CH2:12][CH2:13][NH:8][CH2:9][CH2:10]2)=[O:24])[CH:19]=[CH:20][CH:21]=[CH:22][CH:23]=1. (6) Given the reactants [CH3:1][C:2]1[O:3][C:4]([C:15]([NH2:17])=O)=[C:5]([CH2:7][CH2:8][C:9]2[CH:14]=[CH:13][CH:12]=[CH:11][CH:10]=2)[N:6]=1.CN1CCOCC1.ClC(Cl)(Cl)C(Cl)=O.O, predict the reaction product. The product is: [C:15]([C:4]1[O:3][C:2]([CH3:1])=[N:6][C:5]=1[CH2:7][CH2:8][C:9]1[CH:14]=[CH:13][CH:12]=[CH:11][CH:10]=1)#[N:17]. (7) The product is: [Cl:37][C:15]1[N:10]2[N:9]=[C:8]([C:5]3[CH:6]=[CH:7][C:2]([F:1])=[CH:3][CH:4]=3)[C:16]([C:17]3[CH:18]=[CH:19][N:20]=[CH:21][CH:22]=3)=[C:11]2[CH:12]=[CH:13][CH:14]=1. Given the reactants [F:1][C:2]1[CH:7]=[CH:6][C:5]([C:8]2[C:16]([C:17]3[CH:22]=[CH:21][N:20]=[CH:19][CH:18]=3)=[C:11]3[CH:12]=[CH:13][CH:14]=[CH:15][N:10]3[N:9]=2)=[CH:4][CH:3]=1.C([Li])CCC.C1(C)C=CC(S([Cl:37])(=O)=O)=CC=1.O, predict the reaction product. (8) Given the reactants [OH:1][C:2]1[CH:11]=[CH:10][CH:9]=[C:8]2[C:3]=1[CH:4]=[CH:5][CH:6]=[N:7]2.C([O-])([O-])=O.[K+].[K+].[O:18](S(C(F)(F)F)(=O)=O)[S:19]([C:22]([F:25])([F:24])[F:23])(=O)=[O:20].O, predict the reaction product. The product is: [F:23][C:22]([F:25])([F:24])[S:19]([O:1][C:2]1[CH:11]=[CH:10][CH:9]=[C:8]2[C:3]=1[CH:4]=[CH:5][CH:6]=[N:7]2)(=[O:20])=[O:18]. (9) Given the reactants [O:1]=[S:2]1(=[O:18])[CH2:6][CH2:5][CH2:4][N:3]1[C:7]1[CH:16]=[CH:15][C:10]([C:11]([O:13]C)=O)=[C:9]([CH3:17])[N:8]=1.[CH3:19][C:20]1[C:21]([N:28]2[CH2:33][CH2:32][NH:31][CH2:30][CH2:29]2)=[N:22][C:23]([CH3:27])=[C:24]([CH3:26])[CH:25]=1, predict the reaction product. The product is: [O:18]=[S:2]1(=[O:1])[CH2:6][CH2:5][CH2:4][N:3]1[C:7]1[N:8]=[C:9]([CH3:17])[C:10]([C:11]([N:31]2[CH2:32][CH2:33][N:28]([C:21]3[C:20]([CH3:19])=[CH:25][C:24]([CH3:26])=[C:23]([CH3:27])[N:22]=3)[CH2:29][CH2:30]2)=[O:13])=[CH:15][CH:16]=1. (10) The product is: [CH3:1][O:2][C:3]([C:5]1[C:10]([O:11][CH2:12][C:13]2[CH:14]=[CH:15][CH:16]=[CH:17][CH:18]=2)=[C:9]([NH:19][C:21](=[O:23])[CH3:22])[CH:8]=[C:7]([Br:20])[N:6]=1)=[O:4]. Given the reactants [CH3:1][O:2][C:3]([C:5]1[C:10]([O:11][CH2:12][C:13]2[CH:18]=[CH:17][CH:16]=[CH:15][CH:14]=2)=[C:9]([NH2:19])[CH:8]=[C:7]([Br:20])[N:6]=1)=[O:4].[C:21](OC(=O)C)(=[O:23])[CH3:22], predict the reaction product.